The task is: Predict the reaction yield, written as a fraction of the theoretical maximum amount of product (1.0 means a 100% yield; for example, 0.34 means a 34% yield).. This data is from Reaction yield outcomes from USPTO patents with 853,638 reactions. (1) The reactants are S(=O)(=O)(O)O.[O:6]=[C:7]1[CH2:12][CH2:11][C@@H:10]([C:13]([OH:15])=[O:14])[C@H:9]([C:16]2[CH:21]=[CH:20][CH:19]=[CH:18][CH:17]=2)[CH2:8]1.[CH3:22][CH2:23]O. No catalyst specified. The product is [O:6]=[C:7]1[CH2:12][CH2:11][C@@H:10]([C:13]([O:15][CH2:22][CH3:23])=[O:14])[C@H:9]([C:16]2[CH:17]=[CH:18][CH:19]=[CH:20][CH:21]=2)[CH2:8]1. The yield is 0.310. (2) The reactants are [NH:1]1[C:5]2[CH:6]=[CH:7][C:8]([C:10]([OH:12])=O)=[CH:9][C:4]=2[N:3]=[CH:2]1.[CH3:13][O:14][C:15]1[CH:35]=[CH:34][C:18]([O:19][C:20]2[CH:33]=[CH:32][C:23]3[C@@H:24]4[C@H:29]([CH2:30][CH2:31][C:22]=3[CH:21]=2)[NH:28][CH2:27][CH2:26][CH2:25]4)=[CH:17][CH:16]=1. No catalyst specified. The product is [NH:1]1[C:5]2[CH:6]=[CH:7][C:8]([C:10]([N:28]3[C@@H:29]4[C@@H:24]([C:23]5[CH:32]=[CH:33][C:20]([O:19][C:18]6[CH:17]=[CH:16][C:15]([O:14][CH3:13])=[CH:35][CH:34]=6)=[CH:21][C:22]=5[CH2:31][CH2:30]4)[CH2:25][CH2:26][CH2:27]3)=[O:12])=[CH:9][C:4]=2[N:3]=[CH:2]1. The yield is 0.720. (3) The product is [CH3:1][C:2]1[CH:7]=[C:6]([O:8][CH:9]2[CH2:14][CH2:13][CH2:12][CH2:11][O:10]2)[CH:5]=[CH:4][C:3]=1[C:15]1[CH:20]=[CH:19][CH:18]=[C:17]([CH2:21][OH:22])[CH:16]=1. The reactants are [CH3:1][C:2]1[CH:7]=[C:6]([O:8][CH:9]2[CH2:14][CH2:13][CH2:12][CH2:11][O:10]2)[CH:5]=[CH:4][C:3]=1[C:15]1[CH:20]=[CH:19][CH:18]=[C:17]([CH:21]=[O:22])[CH:16]=1.[BH4-].[Na+].[Cl-].[NH4+]. The yield is 0.890. The catalyst is COCCOC.O1CCCC1. (4) The reactants are [Br:1][C:2]1[C:3]([CH3:9])=[C:4]([CH:6]=[CH:7][CH:8]=1)[NH2:5].C(OC(=O)C)(=O)C.C([O-])(=O)C.[K+].[N:22](OCCC(C)C)=O. The catalyst is C(Cl)(Cl)Cl. The product is [Br:1][C:2]1[CH:8]=[CH:7][CH:6]=[C:4]2[C:3]=1[CH:9]=[N:22][NH:5]2. The yield is 0.340.